Dataset: Full USPTO retrosynthesis dataset with 1.9M reactions from patents (1976-2016). Task: Predict the reactants needed to synthesize the given product. (1) Given the product [CH2:1]([N:8]1[C:12]2[N:13]=[C:14]([C:32]3[CH:33]=[CH:34][C:29]([F:28])=[C:30]([C:42]([O:43][CH3:48])=[O:45])[CH:31]=3)[CH:15]=[C:16]([C:17]([O:19][CH2:20][C:21]3[CH:26]=[CH:25][CH:24]=[CH:23][CH:22]=3)=[O:18])[C:11]=2[CH:10]=[N:9]1)[C:2]1[CH:7]=[CH:6][CH:5]=[CH:4][CH:3]=1, predict the reactants needed to synthesize it. The reactants are: [CH2:1]([N:8]1[C:12]2[N:13]=[C:14](Cl)[CH:15]=[C:16]([C:17]([O:19][CH2:20][C:21]3[CH:26]=[CH:25][CH:24]=[CH:23][CH:22]=3)=[O:18])[C:11]=2[CH:10]=[N:9]1)[C:2]1[CH:7]=[CH:6][CH:5]=[CH:4][CH:3]=1.[F:28][C:29]1(C(OC)=O)[CH:34]=[CH:33][CH:32]=[C:31](B(O)O)[CH2:30]1.[C:42](=[O:45])([O-])[O-:43].[Cs+].[Cs+].[CH3:48]N(C=O)C. (2) Given the product [CH3:10][CH:11]1[NH:12][CH:13]([CH3:17])[CH2:14][N:15]([C:2]2[CH:9]=[CH:8][CH:7]=[CH:6][C:3]=2[CH:4]=[O:5])[CH2:16]1, predict the reactants needed to synthesize it. The reactants are: F[C:2]1[CH:9]=[CH:8][CH:7]=[CH:6][C:3]=1[CH:4]=[O:5].[CH3:10][CH:11]1[CH2:16][NH:15][CH2:14][CH:13]([CH3:17])[NH:12]1. (3) The reactants are: [OH:1][CH2:2][C:3]1[CH:4]=[C:5]2[C:10](=[CH:11][CH:12]=1)[C@H:9]([NH:13][C:14]([C@H:16]1[C@@H:20]([CH2:21][S:22]([C:25]3[CH:34]=[CH:33][C:32]4[C:27](=[CH:28][CH:29]=[CH:30][CH:31]=4)[CH:26]=3)(=[O:24])=[O:23])[O:19][C:18]([CH3:36])([CH3:35])[O:17]1)=[O:15])[CH2:8][CH2:7][CH2:6]2. Given the product [CH:2]([C:3]1[CH:4]=[C:5]2[C:10](=[CH:11][CH:12]=1)[C@H:9]([NH:13][C:14]([C@H:16]1[C@@H:20]([CH2:21][S:22]([C:25]3[CH:34]=[CH:33][C:32]4[C:27](=[CH:28][CH:29]=[CH:30][CH:31]=4)[CH:26]=3)(=[O:23])=[O:24])[O:19][C:18]([CH3:36])([CH3:35])[O:17]1)=[O:15])[CH2:8][CH2:7][CH2:6]2)=[O:1], predict the reactants needed to synthesize it. (4) Given the product [Cl:1][C:2]1[CH:3]=[C:4]([CH:26]=[CH:27][C:28]=1[Cl:29])[CH2:5][N:6]1[CH2:11][CH2:10][O:9][C@H:8]([CH2:12][NH:13][C:14]([NH:33][CH2:30][C:31]#[CH:32])=[O:25])[CH2:7]1, predict the reactants needed to synthesize it. The reactants are: [Cl:1][C:2]1[CH:3]=[C:4]([CH:26]=[CH:27][C:28]=1[Cl:29])[CH2:5][N:6]1[CH2:11][CH2:10][O:9][C@H:8]([CH2:12][NH:13][C:14](=[O:25])OC2C=CC([N+]([O-])=O)=CC=2)[CH2:7]1.[CH2:30]([NH2:33])[C:31]#[CH:32].ClCCl. (5) Given the product [CH2:1]([O:8][C:9]1[CH:18]=[CH:17][CH:16]=[C:15]2[C:10]=1[CH2:11][CH2:12][CH2:13][CH:14]2[C:19]([N:30]([C:27]1[CH:26]=[CH:25][C:24]([CH2:22][CH3:23])=[CH:29][CH:28]=1)[CH2:31][CH2:32][N:33]1[CH2:38][CH2:37][CH2:36][CH2:35][CH2:34]1)=[O:20])[C:2]1[CH:3]=[CH:4][CH:5]=[CH:6][CH:7]=1, predict the reactants needed to synthesize it. The reactants are: [CH2:1]([O:8][C:9]1[CH:18]=[CH:17][CH:16]=[C:15]2[C:10]=1[CH2:11][CH2:12][CH2:13][CH:14]2[C:19](O)=[O:20])[C:2]1[CH:7]=[CH:6][CH:5]=[CH:4][CH:3]=1.[CH2:22]([C:24]1[CH:29]=[CH:28][C:27]([NH:30][CH2:31][CH2:32][N:33]2[CH2:38][CH2:37][CH2:36][CH2:35][CH2:34]2)=[CH:26][CH:25]=1)[CH3:23]. (6) The reactants are: [F:1][C:2]1[CH:7]=[C:6]([C:8]([O:10]C)=[O:9])[C:5]([F:12])=[CH:4][C:3]=1[NH:13][S:14]([C:17]1[CH:22]=[CH:21][C:20]([C:23]2[CH:24]=[N:25][C:26]([CH:29]3[CH2:34][CH2:33][N:32]([C:35]([O:37][C:38]([CH3:41])([CH3:40])[CH3:39])=[O:36])[CH2:31][CH2:30]3)=[N:27][CH:28]=2)=[CH:19][CH:18]=1)(=[O:16])=[O:15].[OH-].[Li+].Cl. Given the product [C:38]([O:37][C:35]([N:32]1[CH2:33][CH2:34][CH:29]([C:26]2[N:27]=[CH:28][C:23]([C:20]3[CH:21]=[CH:22][C:17]([S:14]([NH:13][C:3]4[C:2]([F:1])=[CH:7][C:6]([C:8]([OH:10])=[O:9])=[C:5]([F:12])[CH:4]=4)(=[O:15])=[O:16])=[CH:18][CH:19]=3)=[CH:24][N:25]=2)[CH2:30][CH2:31]1)=[O:36])([CH3:41])([CH3:39])[CH3:40], predict the reactants needed to synthesize it. (7) Given the product [NH2:19][C:20]1[CH:25]=[CH:24][CH:23]=[CH:22][C:21]=1[S:26][C:10]1[C:9]2[CH2:8][CH2:7][C:6]([CH3:12])([CH3:11])[CH2:5][C:4]=2[N:3]([CH2:13][C:14]([O:16][CH2:17][CH3:18])=[O:15])[C:2]=1[CH3:1], predict the reactants needed to synthesize it. The reactants are: [CH3:1][C:2]1[N:3]([CH2:13][C:14]([O:16][CH2:17][CH3:18])=[O:15])[C:4]2[CH2:5][C:6]([CH3:12])([CH3:11])[CH2:7][CH2:8][C:9]=2[CH:10]=1.[NH2:19][C:20]1[CH:25]=[CH:24][CH:23]=[CH:22][C:21]=1[SH:26].[I-].[K+].II.